From a dataset of NCI-60 drug combinations with 297,098 pairs across 59 cell lines. Regression. Given two drug SMILES strings and cell line genomic features, predict the synergy score measuring deviation from expected non-interaction effect. (1) Drug 1: C1=CC(=CC=C1CC(C(=O)O)N)N(CCCl)CCCl.Cl. Drug 2: CCN(CC)CCNC(=O)C1=C(NC(=C1C)C=C2C3=C(C=CC(=C3)F)NC2=O)C. Cell line: HT29. Synergy scores: CSS=18.9, Synergy_ZIP=-2.25, Synergy_Bliss=1.63, Synergy_Loewe=-4.03, Synergy_HSA=-2.78. (2) Drug 1: CC1C(C(CC(O1)OC2CC(CC3=C2C(=C4C(=C3O)C(=O)C5=C(C4=O)C(=CC=C5)OC)O)(C(=O)CO)O)N)O. Drug 2: CC1CC(C(C(C=C(C(C(C=CC=C(C(=O)NC2=CC(=O)C(=C(C1)C2=O)OC)C)OC)OC(=O)N)C)C)O)OC. Cell line: NCIH23. Synergy scores: CSS=80.9, Synergy_ZIP=-3.62, Synergy_Bliss=-4.53, Synergy_Loewe=-2.72, Synergy_HSA=0.602. (3) Drug 1: COC1=C(C=C2C(=C1)N=CN=C2NC3=CC(=C(C=C3)F)Cl)OCCCN4CCOCC4. Drug 2: C1=CN(C(=O)N=C1N)C2C(C(C(O2)CO)O)O.Cl. Cell line: SW-620. Synergy scores: CSS=42.6, Synergy_ZIP=-6.08, Synergy_Bliss=-0.941, Synergy_Loewe=-7.65, Synergy_HSA=1.99. (4) Drug 1: CC1C(C(CC(O1)OC2CC(CC3=C2C(=C4C(=C3O)C(=O)C5=C(C4=O)C(=CC=C5)OC)O)(C(=O)C)O)N)O.Cl. Drug 2: CC(C)CN1C=NC2=C1C3=CC=CC=C3N=C2N. Cell line: MOLT-4. Synergy scores: CSS=36.9, Synergy_ZIP=-1.42, Synergy_Bliss=-1.11, Synergy_Loewe=-37.9, Synergy_HSA=-2.38. (5) Drug 1: CC1CCC2CC(C(=CC=CC=CC(CC(C(=O)C(C(C(=CC(C(=O)CC(OC(=O)C3CCCCN3C(=O)C(=O)C1(O2)O)C(C)CC4CCC(C(C4)OC)O)C)C)O)OC)C)C)C)OC. Drug 2: CCC1=C2CN3C(=CC4=C(C3=O)COC(=O)C4(CC)O)C2=NC5=C1C=C(C=C5)O. Cell line: IGROV1. Synergy scores: CSS=27.0, Synergy_ZIP=-8.22, Synergy_Bliss=-5.35, Synergy_Loewe=-4.14, Synergy_HSA=-2.38. (6) Drug 1: CC1=C(C=C(C=C1)NC2=NC=CC(=N2)N(C)C3=CC4=NN(C(=C4C=C3)C)C)S(=O)(=O)N.Cl. Drug 2: CC(C)CN1C=NC2=C1C3=CC=CC=C3N=C2N. Cell line: NCIH23. Synergy scores: CSS=-0.645, Synergy_ZIP=0.261, Synergy_Bliss=-3.61, Synergy_Loewe=-4.43, Synergy_HSA=-4.86. (7) Drug 1: C1=C(C(=O)NC(=O)N1)F. Drug 2: CCC1(CC2CC(C3=C(CCN(C2)C1)C4=CC=CC=C4N3)(C5=C(C=C6C(=C5)C78CCN9C7C(C=CC9)(C(C(C8N6C)(C(=O)OC)O)OC(=O)C)CC)OC)C(=O)OC)O.OS(=O)(=O)O. Cell line: HS 578T. Synergy scores: CSS=45.7, Synergy_ZIP=1.32, Synergy_Bliss=0.794, Synergy_Loewe=-0.787, Synergy_HSA=2.39.